Dataset: Full USPTO retrosynthesis dataset with 1.9M reactions from patents (1976-2016). Task: Predict the reactants needed to synthesize the given product. (1) Given the product [F:22][C:17]1[CH:16]=[C:15]([C:10]2([O:13][CH3:14])[CH2:11][CH2:12][NH:8][CH2:9]2)[CH:20]=[C:19]([F:21])[CH:18]=1, predict the reactants needed to synthesize it. The reactants are: C(OC([N:8]1[CH2:12][CH2:11][C:10]([C:15]2[CH:20]=[C:19]([F:21])[CH:18]=[C:17]([F:22])[CH:16]=2)([O:13][CH3:14])[CH2:9]1)=O)(C)(C)C.FC(F)(F)C(O)=O.[Cl-].[NH4+]. (2) The reactants are: [OH:1][C:2]1[C:7]([CH3:8])=[CH:6][C:5]([C:9]2([C:19]3[CH:24]=[C:23]([CH3:25])[C:22]([OH:26])=[C:21]([CH3:27])[CH:20]=3)[CH:16]3[CH2:17][CH:12]4[CH2:13][CH:14]([CH2:18][CH:10]2[CH2:11]4)[CH2:15]3)=[CH:4][C:3]=1[CH3:28].[CH2:29]([CH:31]1[O:33][CH2:32]1)Cl.[OH-].[Na+].[CH2:36]1[CH2:40][O:39][CH2:38]C1. Given the product [CH2:29]([O:1][C:2]1[C:3]([CH3:28])=[CH:4][C:5]([C:9]2([C:19]3[CH:20]=[C:21]([CH3:27])[C:22]([O:26][CH2:36][CH:40]4[O:39][CH2:38]4)=[C:23]([CH3:25])[CH:24]=3)[CH:10]3[CH2:11][CH:12]4[CH2:13][CH:14]([CH2:15][CH:16]2[CH2:17]4)[CH2:18]3)=[CH:6][C:7]=1[CH3:8])[CH:31]1[O:33][CH2:32]1, predict the reactants needed to synthesize it. (3) Given the product [Cl:33][C:31]1[CH:30]=[CH:29][C:25]([C:26]([NH:14][C:15]2[CH:22]=[CH:21][C:18]([CH2:19][NH:20][C:5]3[C:4]4[C:9](=[CH:10][CH:11]=[C:2]([CH3:1])[CH:3]=4)[N:8]=[C:7]([NH:35][CH3:34])[N:6]=3)=[CH:17][CH:16]=2)=[O:27])=[C:24]([F:23])[CH:32]=1, predict the reactants needed to synthesize it. The reactants are: [CH3:1][C:2]1[CH:3]=[C:4]2[C:9](=[CH:10][CH:11]=1)[N:8]=[C:7](Cl)[N:6]=[C:5]2Cl.[NH2:14][C:15]1[CH:22]=[CH:21][C:18]([CH2:19][NH2:20])=[CH:17][CH:16]=1.[F:23][C:24]1[CH:32]=[C:31]([Cl:33])[CH:30]=[CH:29][C:25]=1[C:26](Cl)=[O:27].[CH3:34][NH2:35]. (4) The reactants are: [CH2:1]([N:4]([CH2:10][CH2:11][CH3:12])[CH2:5][CH2:6][CH2:7][CH:8]=O)[CH2:2][CH3:3].C[Si](C)(C)CCOCN1C=CN=C1C=O.Cl.[CH2:29]1[C:38]2[C:33](=[CH:34][C:35]([C:39]([O:41][CH3:42])=[O:40])=[CH:36][CH:37]=2)[CH2:32][CH2:31][NH:30]1. Given the product [CH2:1]([N:4]([CH2:10][CH2:11][CH3:12])[CH2:5][CH2:6][CH2:7][CH2:8][N:30]1[CH2:31][CH2:32][C:33]2[C:38](=[CH:37][CH:36]=[C:35]([C:39]([O:41][CH3:42])=[O:40])[CH:34]=2)[CH2:29]1)[CH2:2][CH3:3], predict the reactants needed to synthesize it.